This data is from Reaction yield outcomes from USPTO patents with 853,638 reactions. The task is: Predict the reaction yield, written as a fraction of the theoretical maximum amount of product (1.0 means a 100% yield; for example, 0.34 means a 34% yield). (1) The reactants are [NH:1]1[C:5]2[CH:6]=[CH:7][CH:8]=[CH:9][C:4]=2[N:3]=[CH:2]1.[OH-].[Na+].[Cl:12][CH2:13][CH2:14][CH2:15][CH2:16]Br. The catalyst is [Br-].C([N+](CCCC)(CCCC)CCCC)CCC.ClCCl. The product is [Cl:12][CH2:13][CH2:14][CH2:15][CH2:16][N:1]1[C:5]2[CH:6]=[CH:7][CH:8]=[CH:9][C:4]=2[N:3]=[CH:2]1. The yield is 0.600. (2) The yield is 0.500. The catalyst is C(O)C. The product is [ClH:18].[F:1][C:2]1[C:3]([CH2:10][CH2:11][C:12]2[NH:16][N:15]=[C:14]([NH:17][C:19]3[CH:24]=[CH:23][N:22]=[C:21]([NH:25][CH2:26][C:27]4[O:31][N:30]=[C:29]([CH3:32])[CH:28]=4)[N:20]=3)[CH:13]=2)=[CH:4][C:5]([O:8][CH3:9])=[N:6][CH:7]=1. The reactants are [F:1][C:2]1[C:3]([CH2:10][CH2:11][C:12]2[NH:16][N:15]=[C:14]([NH2:17])[CH:13]=2)=[CH:4][C:5]([O:8][CH3:9])=[N:6][CH:7]=1.[Cl:18][C:19]1[CH:24]=[CH:23][N:22]=[C:21]([NH:25][CH2:26][C:27]2[O:31][N:30]=[C:29]([CH3:32])[CH:28]=2)[N:20]=1. (3) The reactants are Cl.[NH2:2][CH2:3][C:4]1[CH:5]=[C:6]2[C:10](=[CH:11][CH:12]=1)[C:9](=[O:13])[N:8]([CH:14]1[CH2:19][CH2:18][C:17](=[O:20])[NH:16][C:15]1=[O:21])[C:7]2=[O:22].[C:23]([CH2:27][C:28](Cl)=[O:29])([CH3:26])([CH3:25])[CH3:24].CCN(C(C)C)C(C)C. The catalyst is C(Cl)Cl. The product is [O:21]=[C:15]1[CH:14]([N:8]2[C:7](=[O:22])[C:6]3[C:10](=[CH:11][CH:12]=[C:4]([CH2:3][NH:2][C:28](=[O:29])[CH2:27][C:23]([CH3:26])([CH3:25])[CH3:24])[CH:5]=3)[C:9]2=[O:13])[CH2:19][CH2:18][C:17](=[O:20])[NH:16]1. The yield is 0.340.